This data is from Full USPTO retrosynthesis dataset with 1.9M reactions from patents (1976-2016). The task is: Predict the reactants needed to synthesize the given product. (1) The reactants are: [Si:1]([O:8]S(C(F)(F)F)(=O)=O)([C:4]([CH3:7])([CH3:6])[CH3:5])([CH3:3])[CH3:2].C(N(CC)CC)C.[CH2:23]([C:26]1([CH:30](O)[CH2:31][C:32]#[CH:33])[CH2:29][CH2:28][CH2:27]1)[CH2:24][CH3:25].C([O-])(O)=O.[Na+]. Given the product [C:4]([Si:1]([CH3:3])([CH3:2])[O:8][CH:30]([C:26]1([CH2:23][CH2:24][CH3:25])[CH2:27][CH2:28][CH2:29]1)[CH2:31][C:32]#[CH:33])([CH3:7])([CH3:6])[CH3:5], predict the reactants needed to synthesize it. (2) Given the product [NH2:20][CH2:19][C:15]1([OH:18])[CH2:16][CH2:17][N:12]([CH2:11][CH2:10][C:7]2[C:6]3[CH:26]=[C:2]([F:1])[CH:3]=[CH:4][C:5]=3[O:9][CH:8]=2)[CH2:13][CH2:14]1, predict the reactants needed to synthesize it. The reactants are: [F:1][C:2]1[CH:3]=[CH:4][C:5]2[O:9][CH:8]=[C:7]([CH2:10][CH2:11][N:12]3[CH2:17][CH2:16][C:15]([CH2:19][NH:20]C(=O)OCC)([OH:18])[CH2:14][CH2:13]3)[C:6]=2[CH:26]=1.FC1C=CC2OC=C(CCBr)C=2C=1.